This data is from Full USPTO retrosynthesis dataset with 1.9M reactions from patents (1976-2016). The task is: Predict the reactants needed to synthesize the given product. (1) Given the product [O:1]=[C:2]1[C:10](=[O:11])[C:9]2[C:4](=[CH:5][CH:6]=[C:7]([S:12][CH2:13][CH2:14][CH2:15][C:16]3[CH:17]=[CH:18][C:19]([C:20]([OH:22])=[O:21])=[CH:25][CH:26]=3)[CH:8]=2)[N:3]1[CH2:27][CH2:28][CH3:29], predict the reactants needed to synthesize it. The reactants are: [O:1]=[C:2]1[C:10](=[O:11])[C:9]2[C:4](=[CH:5][CH:6]=[C:7]([S:12][CH2:13][CH2:14][CH2:15][C:16]3[CH:26]=[CH:25][C:19]([C:20]([O:22]CC)=[O:21])=[CH:18][CH:17]=3)[CH:8]=2)[N:3]1[CH2:27][CH2:28][CH3:29].C(=O)([O-])[O-].[K+].[K+]. (2) Given the product [F:21][C:22]([F:33])([F:34])[O:23][C:24]1[CH:32]=[CH:31][CH:30]=[CH:29][C:25]=1[C:26]([NH:1][C:2]1[S:3][CH:4]=[C:5]([C:7]([O:9][CH2:10][CH3:11])=[O:8])[N:6]=1)=[O:27], predict the reactants needed to synthesize it. The reactants are: [NH2:1][C:2]1[S:3][CH:4]=[C:5]([C:7]([O:9][CH2:10][CH3:11])=[O:8])[N:6]=1.CCN(C(C)C)C(C)C.[F:21][C:22]([F:34])([F:33])[O:23][C:24]1[CH:32]=[CH:31][CH:30]=[CH:29][C:25]=1[C:26](Cl)=[O:27].O. (3) Given the product [C:14]([C:11]1([CH3:17])[CH2:12][CH2:13][N:8]([C:6]([O:5][C:1]([CH3:4])([CH3:3])[CH3:2])=[O:7])[CH2:9][CH2:10]1)(=[O:15])[NH2:20], predict the reactants needed to synthesize it. The reactants are: [C:1]([O:5][C:6]([N:8]1[CH2:13][CH2:12][C:11]([CH3:17])([C:14](O)=[O:15])[CH2:10][CH2:9]1)=[O:7])([CH3:4])([CH3:3])[CH3:2].CC[N:20](C(C)C)C(C)C.CN(C(ON1N=NC2C=CC=NC1=2)=[N+](C)C)C.F[P-](F)(F)(F)(F)F.[NH4+].[Cl-]. (4) Given the product [NH2:6][CH2:7][CH2:8][NH:9][CH2:10][CH2:11][NH2:12].[C:13]([OH:22])(=[O:21])[CH2:14][CH2:15][CH2:16][CH2:17][C:18]([OH:20])=[O:19], predict the reactants needed to synthesize it. The reactants are: [OH-].[K+].COC.[NH2:6][CH2:7][CH2:8][NH:9][CH2:10][CH2:11][NH2:12].[C:13]([OH:22])(=[O:21])[CH2:14][CH2:15][CH2:16][CH2:17][C:18]([OH:20])=[O:19].C1OC1.II. (5) Given the product [ClH:53].[CH3:51][O:50][C:48](=[O:49])[NH:47][C@H:43]([C:42]([N:38]1[CH2:39][CH2:40][CH2:41][C@H:37]1[C:34]1[NH:35][CH:36]=[C:32]([C:29]2[C:26]3[S:27][CH:28]=[C:24]([C:21]4[CH:22]=[CH:23][C:18]([C:15]5[NH:14][C:13]([C@@H:9]6[CH2:10][CH2:11][CH2:12][NH:8]6)=[N:17][CH:16]=5)=[CH:19][CH:20]=4)[C:25]=3[S:31][CH:30]=2)[N:33]=1)=[O:52])[CH:44]([CH3:46])[CH3:45], predict the reactants needed to synthesize it. The reactants are: C(OC([N:8]1[CH2:12][CH2:11][CH2:10][CH:9]1[C:13]1[NH:14][C:15]([C:18]2[CH:23]=[CH:22][C:21]([C:24]3[C:25]4[S:31][CH:30]=[C:29]([C:32]5[N:33]=[C:34]([C@@H:37]6[CH2:41][CH2:40][CH2:39][N:38]6[C:42](=[O:52])[C@@H:43]([NH:47][C:48]([O:50][CH3:51])=[O:49])[CH:44]([CH3:46])[CH3:45])[NH:35][CH:36]=5)[C:26]=4[S:27][CH:28]=3)=[CH:20][CH:19]=2)=[CH:16][N:17]=1)=O)(C)(C)C.[ClH:53].BrC1SC2=NC(N)=CN2C=1. (6) The reactants are: [F:1][C:2]1[CH:3]=[C:4]2[C:8](=[CH:9][CH:10]=1)[NH:7][C:6](=[O:11])[CH:5]2[CH2:12][CH2:13][CH2:14][CH2:15]OS(C)(=O)=O.[Cl:21][C:22]1[CH:23]=[C:24]([N:29]2[CH2:34][CH2:33][NH:32][CH2:31][CH2:30]2)[CH:25]=[CH:26][C:27]=1[F:28]. Given the product [ClH:21].[Cl:21][C:22]1[CH:23]=[C:24]([N:29]2[CH2:34][CH2:33][N:32]([CH2:15][CH2:14][CH2:13][CH2:12][CH:5]3[C:4]4[C:8](=[CH:9][CH:10]=[C:2]([F:1])[CH:3]=4)[NH:7][C:6]3=[O:11])[CH2:31][CH2:30]2)[CH:25]=[CH:26][C:27]=1[F:28], predict the reactants needed to synthesize it.